From a dataset of Reaction yield outcomes from USPTO patents with 853,638 reactions. Predict the reaction yield, written as a fraction of the theoretical maximum amount of product (1.0 means a 100% yield; for example, 0.34 means a 34% yield). (1) The reactants are C([O-])(=O)/C=C/C([O-])=O.C([O:16][C:17]1[CH:22]=[CH:21][C:20]([CH:23]([OH:48])[CH2:24][NH:25][C:26]([CH3:47])([CH3:46])[CH2:27][CH2:28][N:29]2[C:33]([C:34]3[CH:39]=[CH:38][CH:37]=[CH:36][CH:35]=3)=[C:32]([C:40]3[CH:45]=[CH:44][CH:43]=[CH:42][CH:41]=3)[N:31]=[CH:30]2)=[C:19]([F:49])[CH:18]=1)C1C=CC=CC=1.[H][H]. The catalyst is CO.[Pd]. The product is [C:40]1([C:32]2[N:31]=[CH:30][N:29]([CH2:28][CH2:27][C:26]([NH:25][CH2:24][CH:23]([C:20]3[CH:21]=[CH:22][C:17]([OH:16])=[CH:18][C:19]=3[F:49])[OH:48])([CH3:47])[CH3:46])[C:33]=2[C:34]2[CH:39]=[CH:38][CH:37]=[CH:36][CH:35]=2)[CH:45]=[CH:44][CH:43]=[CH:42][CH:41]=1. The yield is 0.930. (2) The reactants are [C:1]([C:3]1[CH:8]=[CH:7][C:6]([S:9](Cl)(=[O:11])=[O:10])=[CH:5][CH:4]=1)#[N:2].[CH2:13]([O:16][C:17]1[CH:30]=[CH:29][C:20]([CH2:21][NH:22][CH2:23][C:24]2[O:25][CH:26]=[CH:27][CH:28]=2)=[CH:19][CH:18]=1)[CH2:14][CH3:15].C(N(CC)CC)C. The catalyst is C(Cl)Cl.O. The product is [C:1]([C:3]1[CH:8]=[CH:7][C:6]([S:9]([N:22]([CH2:21][C:20]2[CH:19]=[CH:18][C:17]([O:16][CH2:13][CH2:14][CH3:15])=[CH:30][CH:29]=2)[CH2:23][C:24]2[O:25][CH:26]=[CH:27][CH:28]=2)(=[O:11])=[O:10])=[CH:5][CH:4]=1)#[N:2]. The yield is 0.500. (3) The reactants are [O:1]1[C:6]2[CH:7]=[CH:8][CH:9]=[CH:10][C:5]=2[O:4][CH2:3][CH2:2]1.[Br:11]N1C(=O)CCC1=O. The catalyst is CN(C)C=O. The product is [Br:11][C:9]1[CH:8]=[CH:7][C:6]2[O:1][CH2:2][CH2:3][O:4][C:5]=2[CH:10]=1. The yield is 1.00. (4) The reactants are C[O:2][C:3](=[O:24])[C:4]1[C:5](=[C:10]([O:14][CH2:15][C:16]2[CH:21]=[C:20]([Cl:22])[CH:19]=[C:18]([Cl:23])[CH:17]=2)[CH:11]=[CH:12][CH:13]=1)[C:6]([O:8]C)=[O:7]. The catalyst is [OH-].[Na+]. The product is [Cl:22][C:20]1[CH:21]=[C:16]([CH:17]=[C:18]([Cl:23])[CH:19]=1)[CH2:15][O:14][C:10]1[CH:11]=[CH:12][CH:13]=[C:4]([C:3]([OH:24])=[O:2])[C:5]=1[C:6]([OH:8])=[O:7]. The yield is 0.880. (5) The reactants are [F:1][C:2]([F:13])([C:6]1[CH:11]=[CH:10][C:9]([F:12])=[CH:8][N:7]=1)[C:3](O)=O.[NH2:14][C:15]1[C:23]([O:24][CH3:25])=[CH:22][CH:21]=[CH:20][C:16]=1[C:17](O)=[O:18].P(OC1C=CC=CC=1)(OC1C=CC=CC=1)OC1C=CC=CC=1.Cl.[NH2:49]CCC(OCC)=O. The catalyst is N1C=CC=CC=1. The product is [F:1][C:2]([F:13])([C:6]1[CH:11]=[CH:10][C:9]([F:12])=[CH:8][N:7]=1)[C:3]1[N:49]=[C:17]([OH:18])[C:16]2[C:15](=[C:23]([O:24][CH3:25])[CH:22]=[CH:21][CH:20]=2)[N:14]=1. The yield is 0.710.